From a dataset of Peptide-MHC class II binding affinity with 134,281 pairs from IEDB. Regression. Given a peptide amino acid sequence and an MHC pseudo amino acid sequence, predict their binding affinity value. This is MHC class II binding data. (1) The peptide sequence is AAPEAARSLASSLPG. The MHC is DRB1_0101 with pseudo-sequence DRB1_0101. The binding affinity (normalized) is 0.186. (2) The peptide sequence is AEKFKEDVINDFVSS. The MHC is DRB1_0404 with pseudo-sequence DRB1_0404. The binding affinity (normalized) is 0.379. (3) The peptide sequence is YDKFQANVSTVLTGK. The MHC is DRB1_0101 with pseudo-sequence DRB1_0101. The binding affinity (normalized) is 0.792. (4) The peptide sequence is PGTFQTTTGEIGAIA. The MHC is DRB1_0901 with pseudo-sequence DRB1_0901. The binding affinity (normalized) is 0.463.